This data is from Reaction yield outcomes from USPTO patents with 853,638 reactions. The task is: Predict the reaction yield, written as a fraction of the theoretical maximum amount of product (1.0 means a 100% yield; for example, 0.34 means a 34% yield). (1) The reactants are [Cl:1][C:2]1[C:3]([OH:12])=[N:4][C:5]2[C:10]([N:11]=1)=[CH:9][CH:8]=[CH:7][CH:6]=2.O[C@@H:14]1[CH2:18][N:17]([C:19]([O:21][C:22]([CH3:25])([CH3:24])[CH3:23])=[O:20])[C@H:16]([C:26]([O:28][CH3:29])=[O:27])[CH2:15]1.C1C=CC(P(C2C=CC=CC=2)C2C=CC=CC=2)=CC=1.CC(OC(/N=N/C(OC(C)C)=O)=O)C. The catalyst is C1COCC1. The product is [Cl:1][C:2]1[C:3]([O:12][C@H:14]2[CH2:18][N:17]([C:19]([O:21][C:22]([CH3:25])([CH3:24])[CH3:23])=[O:20])[C@H:16]([C:26]([O:28][CH3:29])=[O:27])[CH2:15]2)=[N:4][C:5]2[C:10]([N:11]=1)=[CH:9][CH:8]=[CH:7][CH:6]=2. The yield is 0.770. (2) The reactants are [F:1][C:2]([F:7])([F:6])[C:3]([O-:5])=[O:4].C(OC([NH:15]/[C:16](=[N:46]\C(OC(C)(C)C)=O)/[N:17]([CH3:45])[CH2:18][C:19]([N:21]([CH3:44])[CH2:22][CH2:23][CH2:24][P+:25]([C:38]1[CH:43]=[CH:42][CH:41]=[CH:40][CH:39]=1)([C:32]1[CH:37]=[CH:36][CH:35]=[CH:34][CH:33]=1)[C:26]1[CH:31]=[CH:30][CH:29]=[CH:28][CH:27]=1)=[O:20])=O)(C)(C)C. The catalyst is FC(F)(F)C(O)=O. The product is [F:1][C:2]([F:7])([F:6])[C:3]([O-:5])=[O:4].[F:1][C:2]([F:7])([F:6])[C:3]([O-:5])=[O:4].[NH3+:46][C:16](=[NH:15])[N:17]([CH3:45])[CH2:18][C:19]([N:21]([CH3:44])[CH2:22][CH2:23][CH2:24][P+:25]([C:26]1[CH:31]=[CH:30][CH:29]=[CH:28][CH:27]=1)([C:32]1[CH:33]=[CH:34][CH:35]=[CH:36][CH:37]=1)[C:38]1[CH:43]=[CH:42][CH:41]=[CH:40][CH:39]=1)=[O:20]. The yield is 0.180. (3) The reactants are [Cl:1][C:2]1[C:3]2[NH:10][CH:9]=[CH:8][C:4]=2[N:5]=[CH:6][N:7]=1.[H-].[Na+].[CH3:13]I. The catalyst is CN(C=O)C.CCOC(C)=O. The product is [Cl:1][C:2]1[C:3]2[N:10]([CH3:13])[CH:9]=[CH:8][C:4]=2[N:5]=[CH:6][N:7]=1. The yield is 0.930. (4) The reactants are [Cl:1][C:2]1[N:7]=[C:6]([NH2:8])[C:5]([CH3:9])=[CH:4][N:3]=1.Br[C:11]1[CH:16]=[CH:15][C:14]([Cl:17])=[C:13]([O:18][CH3:19])[CH:12]=1.CC1(C)C2C(=C(P(C3C=CC=CC=3)C3C=CC=CC=3)C=CC=2)OC2C(P(C3C=CC=CC=3)C3C=CC=CC=3)=CC=CC1=2.C(=O)([O-])[O-].[Cs+].[Cs+]. The catalyst is O1CCOCC1.C(Cl)Cl.C1C=CC(/C=C/C(/C=C/C2C=CC=CC=2)=O)=CC=1.C1C=CC(/C=C/C(/C=C/C2C=CC=CC=2)=O)=CC=1.C1C=CC(/C=C/C(/C=C/C2C=CC=CC=2)=O)=CC=1.[Pd].[Pd]. The product is [Cl:17][C:14]1[CH:15]=[CH:16][C:11]([NH:8][C:6]2[C:5]([CH3:9])=[CH:4][N:3]=[C:2]([Cl:1])[N:7]=2)=[CH:12][C:13]=1[O:18][CH3:19]. The yield is 0.550. (5) The reactants are [OH-].[K+].[CH2:3]([O:10][C:11]([NH:13][C@@H:14]([CH2:19][C:20]1[CH:25]=[CH:24][CH:23]=[CH:22][CH:21]=1)[C@H:15]([OH:18])[CH2:16]Cl)=[O:12])[C:4]1[CH:9]=[CH:8][CH:7]=[CH:6][CH:5]=1. The catalyst is C(O)C.ClCCl. The product is [CH2:3]([O:10][C:11]([NH:13][C@@H:14]([CH2:19][C:20]1[CH:25]=[CH:24][CH:23]=[CH:22][CH:21]=1)[C@@H:15]1[O:18][CH2:16]1)=[O:12])[C:4]1[CH:9]=[CH:8][CH:7]=[CH:6][CH:5]=1. The yield is 0.770. (6) The reactants are [CH2:1]([NH:5][C:6]1[N:14]=[C:13]2[C:9]([N:10]=[CH:11][N:12]2[CH2:15][C:16]2[CH:21]=[CH:20][CH:19]=[C:18]([CH2:22][C:23]([O:25][CH3:26])=[O:24])[CH:17]=2)=[C:8]([NH2:27])[N:7]=1)[CH2:2][CH2:3][CH3:4].[Br:28]Br. The catalyst is C(Cl)(Cl)Cl. The product is [Br:28][C:11]1[N:12]([CH2:15][C:16]2[CH:21]=[CH:20][CH:19]=[C:18]([CH2:22][C:23]([O:25][CH3:26])=[O:24])[CH:17]=2)[C:13]2[C:9]([N:10]=1)=[C:8]([NH2:27])[N:7]=[C:6]([NH:5][CH2:1][CH2:2][CH2:3][CH3:4])[N:14]=2. The yield is 0.830. (7) The reactants are Cl.[Cl:2][C:3]1[C:4]([F:33])=[C:5]([NH:9][C:10]2[C:19]3[C:14](=[CH:15][C:16]([O:31][CH3:32])=[C:17]([CH2:20][N:21]([CH2:29][CH3:30])[C:22]4([C:26]([NH2:28])=[O:27])[CH2:25][NH:24][CH2:23]4)[CH:18]=3)[N:13]=[CH:12][N:11]=2)[CH:6]=[CH:7][CH:8]=1.[CH2:34]=O. No catalyst specified. The product is [Cl:2][C:3]1[C:4]([F:33])=[C:5]([NH:9][C:10]2[C:19]3[C:14](=[CH:15][C:16]([O:31][CH3:32])=[C:17]([CH2:20][N:21]([CH2:29][CH3:30])[C:22]4([C:26]([NH2:28])=[O:27])[CH2:25][N:24]([CH3:34])[CH2:23]4)[CH:18]=3)[N:13]=[CH:12][N:11]=2)[CH:6]=[CH:7][CH:8]=1. The yield is 0.550. (8) The reactants are [CH:1]([C:3]1[NH:4][C:5]2[CH2:6][CH2:7][CH2:8][CH2:9][C:10]=2[C:11]=1[CH2:12][CH2:13][C:14]([OH:16])=[O:15])=O.[CH3:17][C:18]1[CH:26]=[CH:25][CH:24]=[C:23]2[C:19]=1[CH2:20][C:21](=[O:27])[NH:22]2.N1CCCCC1.C(O)(=O)C. The catalyst is C(O)C. The product is [CH3:17][C:18]1[CH:26]=[CH:25][CH:24]=[C:23]2[C:19]=1[C:20](=[CH:1][C:3]1[NH:4][C:5]3[CH2:6][CH2:7][CH2:8][CH2:9][C:10]=3[C:11]=1[CH2:12][CH2:13][C:14]([OH:16])=[O:15])[C:21](=[O:27])[NH:22]2. The yield is 0.800. (9) The reactants are C(OC([N:8]1[CH2:13][CH2:12][N:11]([CH2:14][CH2:15][O:16][C:17]2[CH:25]=[C:24]3[C:20]([CH:21]=[CH:22][N:23]3[CH:26]([CH3:28])[CH3:27])=[C:19]([C:29](=[O:43])[NH:30][CH2:31][C:32]3[C:33](=[O:42])[NH:34][C:35]([CH3:41])=[CH:36][C:37]=3[CH2:38][CH2:39][CH3:40])[CH:18]=2)[CH2:10][CH2:9]1)=O)(C)(C)C.C(O)(C(F)(F)F)=O. The catalyst is ClCCl. The product is [CH3:41][C:35]1[NH:34][C:33](=[O:42])[C:32]([CH2:31][NH:30][C:29]([C:19]2[C:20]3[CH:21]=[CH:22][N:23]([CH:26]([CH3:27])[CH3:28])[C:24]=3[CH:25]=[C:17]([O:16][CH2:15][CH2:14][N:11]3[CH2:12][CH2:13][NH:8][CH2:9][CH2:10]3)[CH:18]=2)=[O:43])=[C:37]([CH2:38][CH2:39][CH3:40])[CH:36]=1. The yield is 0.200.